This data is from Experimentally validated miRNA-target interactions with 360,000+ pairs, plus equal number of negative samples. The task is: Binary Classification. Given a miRNA mature sequence and a target amino acid sequence, predict their likelihood of interaction. (1) The miRNA is cel-miR-253-3p with sequence UUAGUAGGCGUUGUGGGAAGGG. The protein sequence of the target gene is MDCSLVRTLVHRYCAGEENWVDSRTIYVGHREPPPGAEAYIPQRYPDNRIVSSKYTFWNFIPKNLFEQFRRVANFYFLIIFLVQLIIDTPTSPVTSGLPLFFVITVTAIKQGYEDWLRHKADNAMNQCPVHFIQHGKLVRKQSRKLRVGDIVMVKEDETFPCDLIFLSSNRGDGTCHVTTASLDGESSHKTHYAVQDTKGFHTEEDIGGLHATIECEQPQPDLYKFVGRINVYSDLNDPVVRPLGSENLLLRGATLKNTEKIFGVAIYTGMETKMALNYQSKSQKRSAVEKSMNAFLIVY.... Result: 0 (no interaction). (2) The miRNA is hsa-miR-3924 with sequence AUAUGUAUAUGUGACUGCUACU. The protein sequence of the target gene is MKTQRDGHSLGRWSLVLLLLGLVMPLAIIAQVLSYKEAVLRAIDGINQRSSDANLYRLLDLDPRPTMDGDPDTPKPVSFTVKETVCPRTTQQSPEDCDFKKDGLVKRCMGTVTLNQARGSFDISCDKDNKRFALLGDFFRKSKEKIGKEFKRIVQRIKDFLRNLVPRTES. Result: 0 (no interaction). (3) The miRNA is mmu-miR-362-3p with sequence AACACACCUGUUCAAGGAUUCA. The protein sequence of the target gene is MFNVESVERVELCESLLTWIQTFNVDAPCQTAEDLTNGVVMSQVLQKIDPVYFDDNWLNRIKTEVGDNWRLKISNLKKILKGILDYNHEILGQQINDFTLPDVNLIGEHSDAAELGRMLQLILGCAVNCEQKQEYIQAIMMMEESVQHVVMTAIQELMSKESPVSAGHDAYVDLDRQLKKTTEELNEALSAKEEIAQRCHELDMQVAALQEEKSSLLAENQILMERLNQSDSIEDPNSPAGRRHLQLQTQLEQLQEETFRLEAAKDDYRIRCEELEKEISELRQQNDELTTLADEAQSLK.... Result: 1 (interaction).